Dataset: NCI-60 drug combinations with 297,098 pairs across 59 cell lines. Task: Regression. Given two drug SMILES strings and cell line genomic features, predict the synergy score measuring deviation from expected non-interaction effect. (1) Drug 1: C1=NC2=C(N1)C(=S)N=C(N2)N. Drug 2: C(=O)(N)NO. Cell line: UACC62. Synergy scores: CSS=31.6, Synergy_ZIP=-4.81, Synergy_Bliss=-1.22, Synergy_Loewe=-13.5, Synergy_HSA=0.414. (2) Drug 1: C1=C(C(=O)NC(=O)N1)F. Drug 2: CC1=C(C=C(C=C1)NC(=O)C2=CC=C(C=C2)CN3CCN(CC3)C)NC4=NC=CC(=N4)C5=CN=CC=C5. Cell line: M14. Synergy scores: CSS=39.6, Synergy_ZIP=3.90, Synergy_Bliss=3.75, Synergy_Loewe=-0.440, Synergy_HSA=0.920. (3) Drug 1: C1CN(P(=O)(OC1)NCCCl)CCCl. Drug 2: CC(C)CN1C=NC2=C1C3=CC=CC=C3N=C2N. Cell line: HCT-15. Synergy scores: CSS=2.98, Synergy_ZIP=3.67, Synergy_Bliss=10.2, Synergy_Loewe=4.96, Synergy_HSA=4.59. (4) Drug 1: CC1=C(C=C(C=C1)C(=O)NC2=CC(=CC(=C2)C(F)(F)F)N3C=C(N=C3)C)NC4=NC=CC(=N4)C5=CN=CC=C5. Synergy scores: CSS=48.4, Synergy_ZIP=1.09, Synergy_Bliss=-0.502, Synergy_Loewe=-7.48, Synergy_HSA=-2.15. Drug 2: C1CN1C2=NC(=NC(=N2)N3CC3)N4CC4. Cell line: SF-539.